Dataset: Forward reaction prediction with 1.9M reactions from USPTO patents (1976-2016). Task: Predict the product of the given reaction. (1) Given the reactants [CH2:1]([SH:7])[C:2]1[O:6][CH:5]=[CH:4][CH:3]=1.[CH3:8][O:9][C:10]1[CH:15]=[CH:14][C:13]([C:16]2[CH:21]=[CH:20][C:19]([S:22]([NH:25][CH:26]([CH2:31][CH:32]3[O:34][CH2:33]3)[C:27]([O:29]C)=[O:28])(=[O:24])=[O:23])=[CH:18][CH:17]=2)=[CH:12][CH:11]=1, predict the reaction product. The product is: [CH3:8][O:9][C:10]1[CH:11]=[CH:12][C:13]([C:16]2[CH:17]=[CH:18][C:19]([S:22]([NH:25][CH:26]([CH2:31][CH:32]([OH:34])[CH2:33][S:7][CH2:1][C:2]3[O:6][CH:5]=[CH:4][CH:3]=3)[C:27]([OH:29])=[O:28])(=[O:23])=[O:24])=[CH:20][CH:21]=2)=[CH:14][CH:15]=1. (2) Given the reactants [OH:1][C:2]1[CH:7]=[CH:6][C:5]([CH2:8][CH2:9][CH2:10][CH2:11][C:12]([OH:14])=O)=[CH:4][CH:3]=1.[CH3:15][NH:16][CH2:17][C:18]1[CH:23]=[CH:22][CH:21]=[CH:20][C:19]=1[N:24]1[CH2:29][CH2:28][O:27][CH2:26][CH2:25]1, predict the reaction product. The product is: [OH:1][C:2]1[CH:3]=[CH:4][C:5]([CH2:8][CH2:9][CH2:10][CH2:11][C:12]([N:16]([CH3:15])[CH2:17][C:18]2[CH:23]=[CH:22][CH:21]=[CH:20][C:19]=2[N:24]2[CH2:29][CH2:28][O:27][CH2:26][CH2:25]2)=[O:14])=[CH:6][CH:7]=1. (3) Given the reactants C([NH:4][C:5]1[C:6]([N+:16]([O-:18])=[O:17])=[C:7]([C:12]([Br:15])=[CH:13][CH:14]=1)[C:8]([O:10][CH3:11])=[O:9])(=O)C.C(=O)([O-])O.[Na+], predict the reaction product. The product is: [NH2:4][C:5]1[C:6]([N+:16]([O-:18])=[O:17])=[C:7]([C:12]([Br:15])=[CH:13][CH:14]=1)[C:8]([O:10][CH3:11])=[O:9]. (4) Given the reactants FC(F)(F)C(O)=O.C([O:12][C:13](=[O:29])[CH2:14][O:15][C:16]1[CH:21]=[CH:20][C:19]([CH2:22][C:23]([O:25][CH2:26][CH3:27])=[O:24])=[CH:18][C:17]=1[F:28])(C)(C)C, predict the reaction product. The product is: [CH2:26]([O:25][C:23](=[O:24])[CH2:22][C:19]1[CH:20]=[CH:21][C:16]([O:15][CH2:14][C:13]([OH:29])=[O:12])=[C:17]([F:28])[CH:18]=1)[CH3:27]. (5) Given the reactants [Cl:1][C:2]1[C:3]([C:9]([O:11][CH2:12][CH3:13])=[O:10])=[N:4][C:5](I)=[CH:6][CH:7]=1.[C:14]([Cu])#[N:15].O, predict the reaction product. The product is: [Cl:1][C:2]1[C:3]([C:9]([O:11][CH2:12][CH3:13])=[O:10])=[N:4][C:5]([C:14]#[N:15])=[CH:6][CH:7]=1. (6) Given the reactants [CH3:1][C:2]1[CH:3]=[C:4]([C:8](=O)[CH3:9])[CH:5]=[CH:6][CH:7]=1.[C:11]([CH2:13][C:14]([O:16][CH2:17][CH3:18])=[O:15])#[N:12].C([O-])(=O)C.[NH4+], predict the reaction product. The product is: [CH2:17]([O:16][C:14](=[O:15])[C:13]([C:11]#[N:12])=[C:8]([C:4]1[CH:5]=[CH:6][CH:7]=[C:2]([CH3:1])[CH:3]=1)[CH3:9])[CH3:18]. (7) Given the reactants C1C(=O)N([Br:8])C(=O)C1.[Br:9][C:10]1[CH:11]=[C:12]2[C:17](=[CH:18][CH:19]=1)[N:16]=[C:15]([C:20]([O:22]CC)=[CH2:21])[CH:14]=[CH:13]2, predict the reaction product. The product is: [Br:8][CH2:22][C:20]([C:15]1[CH:14]=[CH:13][C:12]2[C:17](=[CH:18][CH:19]=[C:10]([Br:9])[CH:11]=2)[N:16]=1)=[O:21]. (8) Given the reactants [Cl:1][C:2]1[C:3]([C:9]#[N:10])=[N:4][CH:5]=[C:6](Cl)[CH:7]=1.[C:11]([C:13]1[CH:22]=[CH:21][C:16]([C:17]([O:19][CH3:20])=[O:18])=[CH:15][C:14]=1[CH3:23])#[CH:12].C(N(CC)CC)C, predict the reaction product. The product is: [Cl:1][C:2]1[CH:7]=[C:6]([C:12]#[C:11][C:13]2[CH:22]=[CH:21][C:16]([C:17]([O:19][CH3:20])=[O:18])=[CH:15][C:14]=2[CH3:23])[CH:5]=[N:4][C:3]=1[C:9]#[N:10]. (9) Given the reactants [C:1]1([S:7]([N:10]2[C:18]3[C:13](=[C:14]([C:19]([F:22])([F:21])[F:20])[CH:15]=[CH:16][CH:17]=3)[CH:12]=[CH:11]2)(=[O:9])=[O:8])[CH:6]=[CH:5][CH:4]=[CH:3][CH:2]=1.[Li][CH2:24]CCC.CI.O, predict the reaction product. The product is: [CH3:24][C:11]1[N:10]([S:7]([C:1]2[CH:2]=[CH:3][CH:4]=[CH:5][CH:6]=2)(=[O:9])=[O:8])[C:18]2[C:13]([CH:12]=1)=[C:14]([C:19]([F:21])([F:22])[F:20])[CH:15]=[CH:16][CH:17]=2. (10) Given the reactants [C:1](=[O:4])([O-:3])N.N1[CH:9]=[CH:8][N:7]=C1.[Si](Cl)(C(C)(C)C)([C:11]1[CH:16]=[CH:15][CH:14]=[CH:13][CH:12]=1)[C:11]1[CH:16]=[CH:15][CH:14]=[CH:13][CH:12]=1.[OH2:28].C[N:30]([CH:32]=O)[CH3:31], predict the reaction product. The product is: [OH:28][C:11]1[CH:16]=[C:15]2[C:31]([NH:30][CH:32]=[C:14]2[CH2:9][C@@H:8]([C:1]([OH:3])=[O:4])[NH2:7])=[CH:13][CH:12]=1.